From a dataset of Experimentally validated miRNA-target interactions with 360,000+ pairs, plus equal number of negative samples. Binary Classification. Given a miRNA mature sequence and a target amino acid sequence, predict their likelihood of interaction. (1) The miRNA is hsa-miR-548j-5p with sequence AAAAGUAAUUGCGGUCUUUGGU. The protein sequence of the target gene is MAGVACLGKAADADEWCDSGLGSLGPDAAAPGGPGLGAELGPGLSWAPLVFGYVTEDGDTALHLAVIHQHEPFLDFLLGFSAGTEYMDLQNDLGQTALHLAAILGETSTVEKLYAAGAGLCVAERRGHTALHLACRVGAHACARALLQPRPRRPREAPDTYLAQGPDRTPDTNHTPVALYPDSDLEKEEEESEEDWKLQLEAENYEGHTPLHVAVIHKDVEMVRLLRDAGADLDKPEPTCGRSPLHLAVEAQAADVLELLLRAGANPAARMYGGRTPLGSAMLRPNPILARLLRAHGAPE.... Result: 0 (no interaction). (2) The miRNA is hsa-miR-4499 with sequence AAGACUGAGAGGAGGGA. The protein sequence of the target gene is MKLLHVFLLFLCFHLRFCKVTYTSQEDLVEKKCLAKKYTHLSCDKVFCQPWQRCIEGTCVCKLPYQCPKNGTAVCATNRRSFPTYCQQKSLECLHPGTKFLNNGTCTAEGKFSVSLKHGNTDSEGIVEVKLVDQDKTMFICKSSWSMREANVACLDLGFQQGADTQRRFKLSDLSINSTECLHVHCRGLETSLAECTFTKRRTMGYQDFADVVCYTQKADSPMDDFFQCVNGKYISQMKACDGINDCGDQSDELCCKACQGKGFHCKSGVCIPSQYQCNGEVDCITGEDEVGCAGFASVT.... Result: 0 (no interaction).